From a dataset of Catalyst prediction with 721,799 reactions and 888 catalyst types from USPTO. Predict which catalyst facilitates the given reaction. (1) Reactant: [NH2:1][CH2:2][C@H:3]([NH:25]C(=O)OCC1C=CC=CC=1)[CH2:4][NH:5][C:6](=[O:24])[CH:7]([CH2:16][CH2:17][C:18]1[CH:23]=[CH:22][CH:21]=[CH:20][CH:19]=1)[CH2:8][CH2:9][C:10]1[CH:15]=[CH:14][CH:13]=[CH:12][CH:11]=1. Product: [NH2:25][C@@H:3]([CH2:2][NH2:1])[CH2:4][NH:5][C:6](=[O:24])[CH:7]([CH2:8][CH2:9][C:10]1[CH:11]=[CH:12][CH:13]=[CH:14][CH:15]=1)[CH2:16][CH2:17][C:18]1[CH:19]=[CH:20][CH:21]=[CH:22][CH:23]=1. The catalyst class is: 261. (2) Reactant: [Br:1][C:2]1[CH:7]=[CH:6][C:5]([N+:8]([O-:10])=[O:9])=[C:4](F)[CH:3]=1.C(N(C(C)C)CC)(C)C.[NH2:21][C:22]1[CH:27]=[CH:26][CH:25]=[CH:24][CH:23]=1.O. Product: [C:22]1([NH:21][C:4]2[CH:3]=[C:2]([Br:1])[CH:7]=[CH:6][C:5]=2[N+:8]([O-:10])=[O:9])[CH:27]=[CH:26][CH:25]=[CH:24][CH:23]=1. The catalyst class is: 37.